This data is from Forward reaction prediction with 1.9M reactions from USPTO patents (1976-2016). The task is: Predict the product of the given reaction. (1) Given the reactants [NH2:1][C@H:2]([C:6]1[CH:11]=[CH:10][CH:9]=[CH:8][CH:7]=1)[CH2:3][CH2:4][OH:5].[Br:12][C:13]1[CH:14]=[C:15]([C:19]2([F:32])[C:24]([CH3:26])([CH3:25])[O:23][C:22](OCC)=[N:21][S:20]2(=[O:31])=[O:30])[CH:16]=[CH:17][CH:18]=1, predict the reaction product. The product is: [Br:12][C:13]1[CH:14]=[C:15]([C:19]2([F:32])[C:24]([CH3:25])([CH3:26])[O:23][C:22]([NH:1][C@H:2]([C:6]3[CH:11]=[CH:10][CH:9]=[CH:8][CH:7]=3)[CH2:3][CH2:4][OH:5])=[N:21][S:20]2(=[O:31])=[O:30])[CH:16]=[CH:17][CH:18]=1. (2) Given the reactants [OH:1][C:2]1[CH:3]=[C:4]([C:10]2[CH2:19][C:18](=[O:20])[C:17]3[C:12](=[CH:13][C:14]4[O:23][CH2:22][O:21][C:15]=4[CH:16]=3)[N:11]=2)[CH:5]=[C:6]([O:8][CH3:9])[CH:7]=1.[H-].[Na+].[O:26]([CH2:56][C:57]1[CH:62]=[CH:61][CH:60]=[CH:59][CH:58]=1)[P:27](O[P:27]([O:28][CH2:29][C:30]1[CH:35]=[CH:34][CH:33]=[CH:32][CH:31]=1)([O:26][CH2:56][C:57]1[CH:62]=[CH:61][CH:60]=[CH:59][CH:58]=1)=[O:36])(=[O:36])[O:28][CH2:29][C:30]1[CH:35]=[CH:34][CH:33]=[CH:32][CH:31]=1, predict the reaction product. The product is: [P:27]([O:20][C:18]1[C:17]2[C:12](=[CH:13][C:14]3[O:23][CH2:22][O:21][C:15]=3[CH:16]=2)[N:11]=[C:10]([C:4]2[CH:5]=[C:6]([O:8][CH3:9])[CH:7]=[C:2]([O:1][P:27]([O:26][CH2:56][C:57]3[CH:62]=[CH:61][CH:60]=[CH:59][CH:58]=3)([O:28][CH2:29][C:30]3[CH:35]=[CH:34][CH:33]=[CH:32][CH:31]=3)=[O:36])[CH:3]=2)[CH:19]=1)([O:28][CH2:29][C:30]1[CH:35]=[CH:34][CH:33]=[CH:32][CH:31]=1)([O:26][CH2:56][C:57]1[CH:62]=[CH:61][CH:60]=[CH:59][CH:58]=1)=[O:36]. (3) Given the reactants [CH3:1][C:2]1[C:6]([C:7]2[CH:8]=[CH:9][C:10]([NH:17][C:18]3[CH:23]=[C:22]([C:24]([F:27])([F:26])[F:25])[CH:21]=[C:20]([C:28]([N:30]4[CH2:35][C@H:34]([CH3:36])[O:33][C@H:32]([CH3:37])[CH2:31]4)=[O:29])[CH:19]=3)=[C:11]([CH:16]=2)[C:12]([O:14][CH3:15])=[O:13])=[C:5]([CH3:38])[O:4][N:3]=1.C(=O)([O-])[O-].[K+].[K+], predict the reaction product. The product is: [CH3:1][C:2]1[C:6]([C:7]2[CH:16]=[C:11]([C:12]([O:14][CH3:15])=[O:13])[C:10]3[NH:17][C:18]4[C:19]([C:9]=3[CH:8]=2)=[C:20]([C:28]([N:30]2[CH2:31][C@H:32]([CH3:37])[O:33][C@H:34]([CH3:36])[CH2:35]2)=[O:29])[CH:21]=[C:22]([C:24]([F:27])([F:25])[F:26])[CH:23]=4)=[C:5]([CH3:38])[O:4][N:3]=1. (4) Given the reactants C([O:5][C:6](=[O:35])[C@H:7]([CH3:34])[N:8]([CH2:27][C:28]1[CH:33]=[CH:32][CH:31]=[CH:30][CH:29]=1)[S:9]([C:12]1[CH:21]=[C:20]2[C:15]([C:16]([Cl:26])=[CH:17][N:18]=[C:19]2[NH:22][C:23]([NH2:25])=[NH:24])=[CH:14][CH:13]=1)(=[O:11])=[O:10])CCC, predict the reaction product. The product is: [ClH:26].[CH2:27]([N:8]([S:9]([C:12]1[CH:21]=[C:20]2[C:15]([C:16]([Cl:26])=[CH:17][N:18]=[C:19]2[NH:22][C:23]([NH2:25])=[NH:24])=[CH:14][CH:13]=1)(=[O:11])=[O:10])[C@H:7]([C:6]([OH:35])=[O:5])[CH3:34])[C:28]1[CH:33]=[CH:32][CH:31]=[CH:30][CH:29]=1. (5) Given the reactants Cl.Cl.[NH:3]1[CH2:8][CH2:7][CH:6]([CH2:9][CH2:10][CH2:11][CH2:12][NH:13][C:14](=[O:23])[CH:15]=[CH:16][C:17]2[CH:18]=[N:19][CH:20]=[CH:21][CH:22]=2)[CH2:5][CH2:4]1.C1(N)C(F)=C(F)C(F)=C(N)C=1F.Cl.Cl.Cl[CH:39]1[C:45]2[CH:46]=[CH:47][CH:48]=[CH:49][C:44]=2[CH2:43][S:42][C:41]2[CH:50]=[CH:51][CH:52]=[CH:53][C:40]1=2, predict the reaction product. The product is: [CH:53]1[C:40]2[CH:39]([N:3]3[CH2:8][CH2:7][CH:6]([CH2:9][CH2:10][CH2:11][CH2:12][NH:13][C:14](=[O:23])[CH:15]=[CH:16][C:17]4[CH:18]=[N:19][CH:20]=[CH:21][CH:22]=4)[CH2:5][CH2:4]3)[C:45]3[CH:46]=[CH:47][CH:48]=[CH:49][C:44]=3[CH2:43][S:42][C:41]=2[CH:50]=[CH:51][CH:52]=1. (6) Given the reactants [Cl:1][C:2]1[CH:27]=[CH:26][CH:25]=[CH:24][C:3]=1[C:4]([NH:6][C:7](=[O:23])[NH:8][C:9]1[S:10][C:11]2[CH:17]=[C:16]([S:18]([CH:21]=[CH2:22])(=[O:20])=[O:19])[CH:15]=[CH:14][C:12]=2[N:13]=1)=[O:5].[CH3:28][NH2:29], predict the reaction product. The product is: [Cl:1][C:2]1[CH:27]=[CH:26][CH:25]=[CH:24][C:3]=1[C:4]([NH:6][C:7](=[O:23])[NH:8][C:9]1[S:10][C:11]2[CH:17]=[C:16]([S:18]([CH2:21][CH2:22][NH:29][CH3:28])(=[O:20])=[O:19])[CH:15]=[CH:14][C:12]=2[N:13]=1)=[O:5]. (7) Given the reactants C([O-])=O.[NH4+].[N:5]1[CH:10]=[CH:9][CH:8]=[C:7]([CH2:11][CH2:12][CH:13]2[CH2:18][N:17]([C:19]([O:21][C:22]([CH3:25])([CH3:24])[CH3:23])=[O:20])[CH2:16][CH2:15][N:14]2C(OCC2C=CC=CC=2)=O)[CH:6]=1, predict the reaction product. The product is: [N:5]1[CH:10]=[CH:9][CH:8]=[C:7]([CH2:11][CH2:12][CH:13]2[NH:14][CH2:15][CH2:16][N:17]([C:19]([O:21][C:22]([CH3:25])([CH3:24])[CH3:23])=[O:20])[CH2:18]2)[CH:6]=1. (8) Given the reactants [CH:1]1([CH:7]2[CH2:16][CH2:15][C:10]3(OCC[O:11]3)[CH2:9][CH2:8]2)[CH2:6][CH2:5][CH2:4][CH2:3][CH2:2]1.FC(F)(F)C(O)=O, predict the reaction product. The product is: [CH:7]1([CH:1]2[CH2:6][CH2:5][CH2:4][CH2:3][CH2:2]2)[CH2:8][CH2:9][C:10](=[O:11])[CH2:15][CH2:16]1.